The task is: Predict the reactants needed to synthesize the given product.. This data is from Full USPTO retrosynthesis dataset with 1.9M reactions from patents (1976-2016). Given the product [C:5]([CH2:4][CH2:3][CH2:2][N:25]1[CH2:24][CH2:23][CH:22]([CH2:21][N:20]([CH:28]2[CH2:30][CH:29]2[C:31]2[CH:36]=[CH:35][CH:34]=[CH:33][CH:32]=2)[C:18](=[O:19])[C:17]([F:16])([F:37])[F:38])[CH2:27][CH2:26]1)#[N:6], predict the reactants needed to synthesize it. The reactants are: Br[CH2:2][CH2:3][CH2:4][C:5]#[N:6].C(N(CC)C(C)C)(C)C.[F:16][C:17]([F:38])([F:37])[C:18]([N:20]([CH:28]1[CH2:30][CH:29]1[C:31]1[CH:36]=[CH:35][CH:34]=[CH:33][CH:32]=1)[CH2:21][CH:22]1[CH2:27][CH2:26][NH:25][CH2:24][CH2:23]1)=[O:19].